This data is from Forward reaction prediction with 1.9M reactions from USPTO patents (1976-2016). The task is: Predict the product of the given reaction. (1) Given the reactants [CH:1]1[C:10]2[C:5](=[CH:6][CH:7]=[CH:8][CH:9]=2)[CH:4]=[CH:3][C:2]=1[C:11]1[CH:12]=[C:13]([NH:17][C:18]2[C:23]([NH2:24])=[CH:22][CH:21]=[CH:20][N:19]=2)[CH:14]=[CH:15][CH:16]=1.[N:25]1[CH:30]=[CH:29][CH:28]=[C:27]([CH2:31][C:32](=O)[C:33](O)=[O:34])[CH:26]=1, predict the reaction product. The product is: [CH:1]1[C:10]2[C:5](=[CH:6][CH:7]=[CH:8][CH:9]=2)[CH:4]=[CH:3][C:2]=1[C:11]1[CH:12]=[C:13]([N:17]2[C:33](=[O:34])[C:32]([CH2:31][C:27]3[CH:26]=[N:25][CH:30]=[CH:29][CH:28]=3)=[N:24][C:23]3[CH:22]=[CH:21][CH:20]=[N:19][C:18]2=3)[CH:14]=[CH:15][CH:16]=1. (2) Given the reactants [Cl:1][C:2]1[CH:25]=[CH:24][CH:23]=[CH:22][C:3]=1[C:4]([NH:6][C:7]1[CH:12]=[CH:11][C:10]([S:13][C:14]2[N:19]=[C:18]([Cl:20])[CH:17]=[C:16](Cl)[N:15]=2)=[CH:9][CH:8]=1)=[O:5].[S:26]1[C:30]([NH2:31])=[N:29][CH:28]=[N:27]1.C(=O)([O-])[O-].[Na+].[Na+], predict the reaction product. The product is: [S:26]1[C:30]([NH:31][C:16]2[CH:17]=[C:18]([Cl:20])[N:19]=[C:14]([S:13][C:10]3[CH:11]=[CH:12][C:7]([NH:6][C:4](=[O:5])[C:3]4[CH:22]=[CH:23][CH:24]=[CH:25][C:2]=4[Cl:1])=[CH:8][CH:9]=3)[N:15]=2)=[N:29][CH:28]=[N:27]1. (3) Given the reactants [F:1][C:2]1([F:18])[C:10]2[C:5](=[CH:6][CH:7]=[CH:8][C:9]=2[C:11](=[O:16])C(F)(F)F)[NH:4][C:3]1=[O:17].FC1(F)C2C(C=O)=CC=CC=2NC1=O, predict the reaction product. The product is: [F:18][C:2]1([F:1])[C:10]2[C:5](=[CH:6][CH:7]=[CH:8][C:9]=2[CH2:11][OH:16])[NH:4][C:3]1=[O:17]. (4) Given the reactants CN1CCCN(C)C1=O.[F:10][C:11]1[CH:16]=[CH:15][CH:14]=[C:13]([F:17])[C:12]=1[CH2:18][S:19]([C:22]1[CH2:26][C:25]([CH3:28])([CH3:27])[O:24][N:23]=1)(=[O:21])=[O:20].C([Li])CCC.[I:34]N1C(=O)CCC1=O, predict the reaction product. The product is: [F:17][C:13]1[CH:14]=[CH:15][CH:16]=[C:11]([F:10])[C:12]=1[CH:18]([I:34])[S:19]([C:22]1[CH2:26][C:25]([CH3:28])([CH3:27])[O:24][N:23]=1)(=[O:20])=[O:21]. (5) Given the reactants [C:1]([N:8]1[CH2:11][C:10](=[O:12])[CH2:9]1)([O:3][C:4]([CH3:7])([CH3:6])[CH3:5])=[O:2].[CH3:13][O:14][C:15]1[CH:20]=[CH:19][C:18]([C:21]#[C:22]C)=[CH:17][CH:16]=1.[C:24]1(C)C=CC=CC=1, predict the reaction product. The product is: [CH3:13][O:14][C:15]1[CH:20]=[CH:19][C:18]([C:21]2[CH2:22][N:8]([C:1]([O:3][C:4]([CH3:5])([CH3:6])[CH3:7])=[O:2])[CH2:11][C:10](=[O:12])[C:9]=2[CH3:24])=[CH:17][CH:16]=1. (6) Given the reactants [CH3:1][O:2][C:3]1[CH:8]=[C:7]([OH:9])[C:6]([CH:10]2[CH2:15][C:14]([CH3:29])([S:16]([C:19]3[CH:24]=[CH:23][CH:22]=[C:21]([C:25]([F:28])([F:27])[F:26])[CH:20]=3)(=[O:18])=[O:17])[CH2:13][CH2:12][O:11]2)=[CH:5][N:4]=1.[F:30][C:31]([F:44])([F:43])[S:32](O[S:32]([C:31]([F:44])([F:43])[F:30])(=[O:34])=[O:33])(=[O:34])=[O:33], predict the reaction product. The product is: [F:30][C:31]([F:44])([F:43])[S:32]([O:9][C:7]1[C:6]([CH:10]2[CH2:15][C:14]([CH3:29])([S:16]([C:19]3[CH:24]=[CH:23][CH:22]=[C:21]([C:25]([F:28])([F:26])[F:27])[CH:20]=3)(=[O:18])=[O:17])[CH2:13][CH2:12][O:11]2)=[CH:5][N:4]=[C:3]([O:2][CH3:1])[CH:8]=1)(=[O:34])=[O:33].